Dataset: Full USPTO retrosynthesis dataset with 1.9M reactions from patents (1976-2016). Task: Predict the reactants needed to synthesize the given product. (1) Given the product [CH3:34][NH:33][CH2:35][C@@H:36]([C@H:38]([C@@H:40]([C@@H:42]([CH2:44][OH:45])[OH:43])[OH:41])[OH:39])[OH:37].[S:1]1[C:5]([C:6]2[C:7]([O:27][CH3:28])=[CH:8][C:9]([O:25][CH3:26])=[C:10](/[CH:12]=[CH:13]/[C:14]([C:16]3[CH:24]=[CH:23][C:19]([C:20]([OH:22])=[O:21])=[CH:18][CH:17]=3)=[O:15])[CH:11]=2)=[CH:4][C:3]2[CH:29]=[CH:30][CH:31]=[CH:32][C:2]1=2, predict the reactants needed to synthesize it. The reactants are: [S:1]1[C:5]([C:6]2[C:7]([O:27][CH3:28])=[CH:8][C:9]([O:25][CH3:26])=[C:10](/[CH:12]=[CH:13]/[C:14]([C:16]3[CH:24]=[CH:23][C:19]([C:20]([OH:22])=[O:21])=[CH:18][CH:17]=3)=[O:15])[CH:11]=2)=[CH:4][C:3]2[CH:29]=[CH:30][CH:31]=[CH:32][C:2]1=2.[NH:33]([CH2:35][C@@H:36]([C@H:38]([C@@H:40]([C@@H:42]([CH2:44][OH:45])[OH:43])[OH:41])[OH:39])[OH:37])[CH3:34].C(O)C. (2) Given the product [CH3:28][C:7]1[C:6]([CH2:5][C:4]([OH:29])=[O:3])=[C:14]2[N:9]([C:8]=1[S:15]([C:18]1[CH:27]=[CH:26][C:25]3[C:20](=[CH:21][CH:22]=[CH:23][CH:24]=3)[CH:19]=1)(=[O:17])=[O:16])[CH:10]=[CH:11][CH:12]=[CH:13]2, predict the reactants needed to synthesize it. The reactants are: C([O:3][C:4](=[O:29])[CH2:5][C:6]1[C:7]([CH3:28])=[C:8]([S:15]([C:18]2[CH:27]=[CH:26][C:25]3[C:20](=[CH:21][CH:22]=[CH:23][CH:24]=3)[CH:19]=2)(=[O:17])=[O:16])[N:9]2[C:14]=1[CH:13]=[CH:12][CH:11]=[CH:10]2)C.C(=O)([O-])[O-].[K+].[K+].ClC1C=C(C=CC=1)C(OO)=O. (3) Given the product [C:32]([O:36][C:40]([NH:29][C:8]12[CH2:11][C:5]([C:3]([O:2][CH3:1])=[O:4])([CH2:6][CH2:7]1)[CH2:10][CH2:9]2)=[O:39])([CH3:35])([CH3:34])[CH3:33], predict the reactants needed to synthesize it. The reactants are: [CH3:1][O:2][C:3]([C:5]12[CH2:11][C:8](C(O)=O)([CH2:9][CH2:10]1)[CH2:7][CH2:6]2)=[O:4].C1(P([N:29]=[N+]=[N-])(C2C=CC=CC=2)=O)C=CC=CC=1.[C:32]([OH:36])([CH3:35])([CH3:34])[CH3:33].CC[O:39][CH2:40]C. (4) Given the product [CH3:14][O:13][C:11](=[O:12])[CH:10]([C:5]1[CH:6]=[CH:7][CH:8]=[CH:9][C:4]=1[NH:1][CH:17]1[CH2:22][CH2:21][N:20]([C:23]([O:25][C:26]([CH3:29])([CH3:28])[CH3:27])=[O:24])[CH2:19][CH2:18]1)[CH3:15], predict the reactants needed to synthesize it. The reactants are: [N+:1]([C:4]1[CH:9]=[CH:8][CH:7]=[CH:6][C:5]=1[CH:10]([CH3:15])[C:11]([O:13][CH3:14])=[O:12])([O-])=O.O=[C:17]1[CH2:22][CH2:21][N:20]([C:23]([O:25][C:26]([CH3:29])([CH3:28])[CH3:27])=[O:24])[CH2:19][CH2:18]1. (5) Given the product [C:34]([O:33][C@H:32]1[C@:31]([F:43])([CH3:42])[C@H:30]([N:8]2[CH:7]=[N:6][C:5]3[C:9]2=[N:10][C:2]([NH2:1])=[N:3][C:4]=3[Cl:11])[O:29][C@@H:28]1[CH2:27][O:26][C:18](=[O:25])[C:19]1[CH:20]=[CH:21][CH:22]=[CH:23][CH:24]=1)(=[O:41])[C:35]1[CH:40]=[CH:39][CH:38]=[CH:37][CH:36]=1, predict the reactants needed to synthesize it. The reactants are: [NH2:1][C:2]1[N:10]=[C:9]2[C:5]([NH:6][CH:7]=[N:8]2)=[C:4]([Cl:11])[N:3]=1.CC(C)([O-])C.[K+].[C:18]([O:26][CH2:27][C@@H:28]1[C@@H:32]([O:33][C:34](=[O:41])[C:35]2[CH:40]=[CH:39][CH:38]=[CH:37][CH:36]=2)[C@:31]([F:43])([CH3:42])[C@@H:30](Br)[O:29]1)(=[O:25])[C:19]1[CH:24]=[CH:23][CH:22]=[CH:21][CH:20]=1.[NH4+].[Cl-].